Dataset: Forward reaction prediction with 1.9M reactions from USPTO patents (1976-2016). Task: Predict the product of the given reaction. (1) Given the reactants [OH:1][C:2]1[CH:3]=[C:4]([CH2:8][C:9]([OH:11])=[O:10])[CH:5]=[CH:6][CH:7]=1.[CH:12]1(N=C=NC2CCCCC2)CCCC[CH2:13]1.N1C=CC=CC=1.C(O)C, predict the reaction product. The product is: [OH:1][C:2]1[CH:3]=[C:4]([CH2:8][C:9]([O:11][CH2:12][CH3:13])=[O:10])[CH:5]=[CH:6][CH:7]=1. (2) Given the reactants [CH2:1]([O:4][C:5]1[CH:10]=[CH:9][C:8]([C:11]2[O:15][N:14]=[C:13]([CH2:16]OS(C)(=O)=O)[CH:12]=2)=[CH:7][CH:6]=1)[CH2:2][CH3:3].[F:22][C:23]1[C:28]([F:29])=[CH:27][CH:26]=[CH:25][C:24]=1[C:30]1[N:38]=[C:33]2[CH:34]=[N:35][NH:36][CH:37]=[C:32]2[N:31]=1, predict the reaction product. The product is: [F:22][C:23]1[C:28]([F:29])=[CH:27][CH:26]=[CH:25][C:24]=1[C:30]1[N:38]=[C:33]2[CH:34]=[N:35][N:36]([CH2:16][C:13]3[CH:12]=[C:11]([C:8]4[CH:7]=[CH:6][C:5]([O:4][CH2:1][CH2:2][CH3:3])=[CH:10][CH:9]=4)[O:15][N:14]=3)[CH:37]=[C:32]2[N:31]=1. (3) Given the reactants [CH:1]1[C:6]([C:7]2[CH:12]=[CH:11][C:10]3[C:13]([O:15][C:16](=[O:17])[C:9]=3[CH:8]=2)=[O:14])=[CH:5][C:4]2[C:18](OC(=O)[C:3]=2C=1)=O.CCCCCCC[O:30][C:43]1[CH:44]=[CH:45][C:40]([NH:38][N+:38]([C:40]2[CH:45]=[CH:44][C:43](OCCCCCCC)=[CH:42][CH:41]=2)=[O:30])=[CH:41][CH:42]=1.[C:54]1(=[O:61])[O:60][CH:57](CC)[CH2:56][CH2:55]1.[N:62]1C=[CH:66][CH:65]=[CH:64][CH:63]=1.[CH3:68][OH:69], predict the reaction product. The product is: [CH3:18][C:4]1([CH3:3])[C:12]2[CH:11]=[C:10]([NH2:62])[CH:9]=[CH:8][C:7]=2[C:6]([C:43]2[CH:42]=[CH:41][C:40]([NH2:38])=[CH:45][CH:44]=2)([CH3:1])[CH2:5]1.[CH:64]1[C:65]([C:68]([C:12]2[CH:7]=[CH:8][C:9]3[C:16]([O:15][C:13](=[O:14])[C:10]=3[CH:11]=2)=[O:17])=[O:69])=[CH:66][C:56]2[C:57]([O:60][C:54](=[O:61])[C:55]=2[CH:63]=1)=[O:30]. (4) Given the reactants Br[C:2]1[CH:3]=[C:4]([CH:11]=[CH:12][CH:13]=1)[O:5][CH2:6][CH2:7][N:8]([CH3:10])[CH3:9].C([O-])(=O)C.[K+].[B:19]1([B:19]2[O:23][C:22]([CH3:25])([CH3:24])[C:21]([CH3:27])([CH3:26])[O:20]2)[O:23][C:22]([CH3:25])([CH3:24])[C:21]([CH3:27])([CH3:26])[O:20]1.C(Cl)Cl, predict the reaction product. The product is: [CH3:9][N:8]([CH3:10])[CH2:7][CH2:6][O:5][C:4]1[CH:11]=[CH:12][CH:13]=[C:2]([B:19]2[O:23][C:22]([CH3:25])([CH3:24])[C:21]([CH3:27])([CH3:26])[O:20]2)[CH:3]=1. (5) The product is: [CH2:28]([O:27][C:24]1[CH:25]=[CH:26][C:21]([NH:20][C:18]2[C:17]([N+:30]([O-:32])=[O:31])=[CH:16][N:15]=[C:14]([NH:13][C:11]3[CH:10]=[N:9][N:8]([CH2:7][CH2:6][CH2:41][CH:42]4[CH2:47][CH2:46][N:45]([C:48]([O:50][C:51]([CH3:52])([CH3:54])[CH3:53])=[O:49])[CH2:44][CH2:43]4)[CH:12]=3)[N:19]=2)=[CH:22][CH:23]=1)[CH3:29]. Given the reactants N1([CH2:6][CH2:7][N:8]2[CH:12]=[C:11]([NH:13][C:14]3[N:19]=[C:18]([NH:20][C:21]4[CH:26]=[CH:25][C:24]([O:27][CH2:28][CH3:29])=[CH:23][CH:22]=4)[C:17]([N+:30]([O-:32])=[O:31])=[CH:16][N:15]=3)[CH:10]=[N:9]2)C=CC=N1.NC1C=NN(CC[CH2:41][CH:42]2[CH2:47][CH2:46][N:45]([C:48]([O:50][C:51]([CH3:54])([CH3:53])[CH3:52])=[O:49])[CH2:44][CH2:43]2)C=1.CCN(C(C)C)C(C)C, predict the reaction product. (6) Given the reactants [CH2:1]([C:3]1[S:21][C:6]2[NH:7][C:8](=[O:20])[N:9]([CH2:12][CH2:13][C:14]3[CH:19]=[CH:18][CH:17]=[CH:16][CH:15]=3)[C:10](=[O:11])[C:5]=2[CH:4]=1)[CH3:2].Br[CH2:23][C:24]1[CH:29]=[CH:28][C:27]([C:30]2[CH:35]=[CH:34][CH:33]=[CH:32][C:31]=2[C:36]2[N:40]=[C:39](C(Cl)(Cl)Cl)[O:38][N:37]=2)=[CH:26][CH:25]=1.C(=O)([O-])[O-:46].[K+].[K+].CN(C)C=O, predict the reaction product. The product is: [CH2:1]([C:3]1[S:21][C:6]2[N:7]([CH2:23][C:24]3[CH:29]=[CH:28][C:27]([C:30]4[CH:35]=[CH:34][CH:33]=[CH:32][C:31]=4[C:36]4[NH:40][C:39](=[O:46])[O:38][N:37]=4)=[CH:26][CH:25]=3)[C:8](=[O:20])[N:9]([CH2:12][CH2:13][C:14]3[CH:19]=[CH:18][CH:17]=[CH:16][CH:15]=3)[C:10](=[O:11])[C:5]=2[CH:4]=1)[CH3:2].